Dataset: Full USPTO retrosynthesis dataset with 1.9M reactions from patents (1976-2016). Task: Predict the reactants needed to synthesize the given product. (1) Given the product [N:8]1([CH2:2][C:3]([OH:5])=[O:4])[C:12]2[CH:13]=[CH:14][CH:15]=[CH:16][C:11]=2[N:10]=[N:9]1, predict the reactants needed to synthesize it. The reactants are: Cl[CH2:2][C:3]([OH:5])=[O:4].[OH-].[Na+].[NH:8]1[C:12]2[CH:13]=[CH:14][CH:15]=[CH:16][C:11]=2[N:10]=[N:9]1.Cl. (2) Given the product [CH2:3]([N:10]1[C:18]2[C:13](=[N:14][C:15]([Cl:19])=[CH:16][CH:17]=2)[CH:12]=[C:11]1[CH2:20][OH:21])[C:4]1[CH:5]=[CH:6][CH:7]=[CH:8][CH:9]=1, predict the reactants needed to synthesize it. The reactants are: [BH4-].[Na+].[CH2:3]([N:10]1[C:18]2[C:13](=[N:14][C:15]([Cl:19])=[CH:16][CH:17]=2)[CH:12]=[C:11]1[CH:20]=[O:21])[C:4]1[CH:9]=[CH:8][CH:7]=[CH:6][CH:5]=1. (3) Given the product [CH2:1]([O:8][C:9]1[C:10]([C:32]([OH:34])=[O:33])=[N:11][C:12]([CH2:16][C:17]2([C:22]3[CH:27]=[CH:26][CH:25]=[C:24]([C:28]([F:30])([F:31])[F:29])[CH:23]=3)[CH2:21][CH2:20][CH2:19][CH2:18]2)=[N:13][C:14]=1[OH:15])[C:2]1[CH:7]=[CH:6][CH:5]=[CH:4][CH:3]=1, predict the reactants needed to synthesize it. The reactants are: [CH2:1]([O:8][C:9]1[C:10]([C:32]([O:34]C(C)(C)C)=[O:33])=[N:11][C:12]([CH2:16][C:17]2([C:22]3[CH:27]=[CH:26][CH:25]=[C:24]([C:28]([F:31])([F:30])[F:29])[CH:23]=3)[CH2:21][CH2:20][CH2:19][CH2:18]2)=[N:13][C:14]=1[OH:15])[C:2]1[CH:7]=[CH:6][CH:5]=[CH:4][CH:3]=1.C(OC1C(C(O)=O)=NC(CC2(C3C=CC(C(F)(F)F)=CC=3)CCCC2)=NC=1O)C1C=CC=CC=1. (4) Given the product [N+:1]([C:4]1[C:5](/[CH:14]=[N:22]/[S:20]([C:17]([CH3:19])([CH3:18])[CH3:16])=[O:21])=[CH:6][CH:7]=[C:8]2[C:13]=1[N:12]=[CH:11][CH:10]=[CH:9]2)([O-:3])=[O:2], predict the reactants needed to synthesize it. The reactants are: [N+:1]([C:4]1[C:5]([CH:14]=O)=[CH:6][CH:7]=[C:8]2[C:13]=1[N:12]=[CH:11][CH:10]=[CH:9]2)([O-:3])=[O:2].[CH3:16][C:17]([S:20]([NH2:22])=[O:21])([CH3:19])[CH3:18].CCOC(C)=O. (5) The reactants are: [N:1]1([C:9]([O:11][C:12]([CH3:15])([CH3:14])[CH3:13])=[O:10])[CH2:5][CH2:4][CH:3]2[CH2:6][NH:7][CH2:8][CH:2]12.I[C:17]1[CH:18]=[CH:19][CH:20]=[C:21]2[C:26]=1[N:25]=[CH:24][C:23]([S:27]([C:30]1[CH:35]=[CH:34][CH:33]=[C:32]([C:36]([F:39])([F:38])[F:37])[CH:31]=1)(=[O:29])=[O:28])=[CH:22]2. Given the product [F:39][C:36]([F:37])([F:38])[C:32]1[CH:31]=[C:30]([S:27]([C:23]2[CH:24]=[N:25][C:26]3[C:21]([CH:22]=2)=[CH:20][CH:19]=[CH:18][C:17]=3[N:7]2[CH2:6][CH:3]3[CH:2]([N:1]([C:9]([O:11][C:12]([CH3:15])([CH3:14])[CH3:13])=[O:10])[CH2:5][CH2:4]3)[CH2:8]2)(=[O:29])=[O:28])[CH:35]=[CH:34][CH:33]=1, predict the reactants needed to synthesize it.